This data is from Catalyst prediction with 721,799 reactions and 888 catalyst types from USPTO. The task is: Predict which catalyst facilitates the given reaction. (1) Reactant: CCN(S(F)(F)[F:7])CC.[F:10][C:11]1[CH:12]=[C:13]([C:21]2[N:26]=[CH:25][N:24]=[C:23]([CH2:27][NH:28][C:29]([C@@H:31]3[C@H:35](O)[CH2:34][CH2:33][N:32]3[C:37]([O:39][C:40]([CH3:43])([CH3:42])[CH3:41])=[O:38])=[O:30])[CH:22]=2)[CH:14]=[CH:15][C:16]=1[C:17]([F:20])([F:19])[F:18]. Product: [F:7][C@H:35]1[CH2:34][CH2:33][N:32]([C:37]([O:39][C:40]([CH3:41])([CH3:42])[CH3:43])=[O:38])[C@@H:31]1[C:29](=[O:30])[NH:28][CH2:27][C:23]1[CH:22]=[C:21]([C:13]2[CH:14]=[CH:15][C:16]([C:17]([F:20])([F:19])[F:18])=[C:11]([F:10])[CH:12]=2)[N:26]=[CH:25][N:24]=1. The catalyst class is: 4. (2) Reactant: [CH2:1]([O:3][C:4]([C:6]1[S:7][CH:8]=[C:9]([C:11]([OH:13])=O)[N:10]=1)=[O:5])[CH3:2].Cl.[F:15][CH:16]1[CH2:21][CH2:20][NH:19][CH2:18][CH2:17]1.CN(C(ON1N=NC2C=CC=NC1=2)=[N+](C)C)C.F[P-](F)(F)(F)(F)F.CCN(C(C)C)C(C)C. Product: [F:15][CH:16]1[CH2:21][CH2:20][N:19]([C:11]([C:9]2[N:10]=[C:6]([C:4]([O:3][CH2:1][CH3:2])=[O:5])[S:7][CH:8]=2)=[O:13])[CH2:18][CH2:17]1. The catalyst class is: 18. (3) Reactant: [N+:1]([C:4]1[CH:9]=[CH:8][CH:7]=[CH:6][C:5]=1/[CH:10]=[CH:11]/[C:12]([OH:14])=O)([O-])=O.[H][H]. Product: [NH:1]1[C:4]2[C:5](=[CH:6][CH:7]=[CH:8][CH:9]=2)[CH2:10][CH2:11][C:12]1=[O:14]. The catalyst class is: 43. (4) Reactant: [C:1]([N:8]1[CH2:15][CH:14]([OH:16])[CH2:13][C@H:9]1[C:10]([OH:12])=[O:11])([O:3][C:4]([CH3:7])([CH3:6])[CH3:5])=[O:2].CC([O-])(C)C.[K+].Cl[C:24]1[C:33]2[C:28](=[CH:29][C:30]([O:34][CH3:35])=[CH:31][CH:32]=2)[N:27]=[C:26]([C:36]2[CH:41]=[CH:40][CH:39]=[CH:38][N:37]=2)[CH:25]=1. Product: [C:4]([O:3][C:1]([N:8]1[CH2:15][CH:14]([O:16][C:24]2[C:33]3[C:28](=[CH:29][C:30]([O:34][CH3:35])=[CH:31][CH:32]=3)[N:27]=[C:26]([C:36]3[CH:41]=[CH:40][CH:39]=[CH:38][N:37]=3)[CH:25]=2)[CH2:13][CH:9]1[C:10]([OH:12])=[O:11])=[O:2])([CH3:7])([CH3:6])[CH3:5]. The catalyst class is: 58. (5) Reactant: [CH:1]1([CH:7]([NH:17][C:18]2[CH:27]=[CH:26][C:21]([C:22]([O:24][CH3:25])=[O:23])=[CH:20][CH:19]=2)[C:8]2[CH:12]=[C:11]([CH:13]=[O:14])[S:10][C:9]=2[CH2:15][CH3:16])[CH2:6][CH2:5][CH2:4][CH2:3][CH2:2]1.[CH:28]1([Mg]Br)[CH2:33][CH2:32][CH2:31][CH2:30][CH2:29]1.O1CCCC1.[Cl-].[NH4+].CC(OI1(OC(C)=O)(OC(C)=O)OC(=O)C2C=CC=CC1=2)=O.S([O-])([O-])=O.[Na+].[Na+]. The catalyst class is: 595. Product: [CH:1]1([CH:7]([NH:17][C:18]2[CH:27]=[CH:26][C:21]([C:22]([O:24][CH3:25])=[O:23])=[CH:20][CH:19]=2)[C:8]2[CH:12]=[C:11]([C:13]([CH:28]3[CH2:33][CH2:32][CH2:31][CH2:30][CH2:29]3)=[O:14])[S:10][C:9]=2[CH2:15][CH3:16])[CH2:6][CH2:5][CH2:4][CH2:3][CH2:2]1. (6) The catalyst class is: 4. Product: [O:1]1[CH2:6][CH2:5][CH:4]=[C:3](/[CH:7]=[CH:14]/[C:9]([O:11][CH2:12][CH3:13])=[O:10])[CH2:2]1. Reactant: [O:1]1[CH2:6][CH2:5][CH:4]=[C:3]([CH:7]=O)[CH2:2]1.[C:9]([CH:14]=P(C1C=CC=CC=1)(C1C=CC=CC=1)C1C=CC=CC=1)([O:11][CH2:12][CH3:13])=[O:10]. (7) Reactant: [CH3:1][C:2]1[CH:7]=[CH:6][CH:5]=[C:4]([NH:8][C:9]2[C:14]3[CH:15]=[C:16]([NH:19]N=NC)[CH:17]=[CH:18][C:13]=3[N:12]=[CH:11][N:10]=2)[CH:3]=1. Product: [CH3:1][C:2]1[CH:7]=[CH:6][CH:5]=[C:4]([NH:8][C:9]2[C:14]3[CH:15]=[C:16]([NH2:19])[CH:17]=[CH:18][C:13]=3[N:12]=[CH:11][N:10]=2)[CH:3]=1. The catalyst class is: 16.